This data is from Full USPTO retrosynthesis dataset with 1.9M reactions from patents (1976-2016). The task is: Predict the reactants needed to synthesize the given product. (1) Given the product [Br:1][C:2]1[N:3]([CH2:10][CH:11]([CH2:21][O:22][C:23]2[CH:28]=[CH:27][C:26]([O:29][C:30]([F:33])([F:31])[F:32])=[CH:25][CH:24]=2)[CH2:12][OH:13])[CH:4]=[C:5]([N+:7]([O-:9])=[O:8])[N:6]=1, predict the reactants needed to synthesize it. The reactants are: [Br:1][C:2]1[N:3]([CH2:10][CH:11]([CH2:21][O:22][C:23]2[CH:28]=[CH:27][C:26]([O:29][C:30]([F:33])([F:32])[F:31])=[CH:25][CH:24]=2)[CH2:12][O:13][Si](C(C)(C)C)(C)C)[CH:4]=[C:5]([N+:7]([O-:9])=[O:8])[N:6]=1.Cl.C(=O)=O.CC(C)=O.N. (2) Given the product [C:1]([O:5][C:6](=[O:24])[NH:7][C@H:8]([C:13](=[O:23])[NH:14][CH:15]1[CH2:21][CH2:20][CH2:19][N:18]([S:33]([C:30]2[CH:29]=[CH:28][C:27]([O:26][CH3:25])=[CH:32][CH:31]=2)(=[O:35])=[O:34])[CH2:17][CH:16]1[OH:22])[CH2:9][CH:10]([CH3:12])[CH3:11])([CH3:3])([CH3:4])[CH3:2], predict the reactants needed to synthesize it. The reactants are: [C:1]([O:5][C:6](=[O:24])[NH:7][C@H:8]([C:13](=[O:23])[NH:14][CH:15]1[CH2:21][CH2:20][CH2:19][NH:18][CH2:17][CH:16]1[OH:22])[CH2:9][CH:10]([CH3:12])[CH3:11])([CH3:4])([CH3:3])[CH3:2].[CH3:25][O:26][C:27]1[CH:32]=[CH:31][C:30]([S:33](Cl)(=[O:35])=[O:34])=[CH:29][CH:28]=1. (3) Given the product [C:1]([O:5][C:6](=[O:26])[NH:7][CH:8]1[CH2:13][CH2:12][CH:11]([CH2:14][NH:15][C:16]2[C:21]([N+:22]([O-:24])=[O:23])=[CH:20][N:19]=[C:18]([NH:31][CH2:30][C:29]3[CH:32]=[CH:33][CH:34]=[CH:35][C:28]=3[I:27])[N:17]=2)[CH2:10][CH2:9]1)([CH3:4])([CH3:3])[CH3:2], predict the reactants needed to synthesize it. The reactants are: [C:1]([O:5][C:6](=[O:26])[NH:7][CH:8]1[CH2:13][CH2:12][CH:11]([CH2:14][NH:15][C:16]2[C:21]([N+:22]([O-:24])=[O:23])=[CH:20][N:19]=[C:18](Cl)[N:17]=2)[CH2:10][CH2:9]1)([CH3:4])([CH3:3])[CH3:2].[I:27][C:28]1[CH:35]=[CH:34][CH:33]=[CH:32][C:29]=1[CH2:30][NH2:31].CCN(C(C)C)C(C)C. (4) Given the product [Br:1][C:2]1[CH:10]=[CH:9][C:5]([C:6]([O:8][CH2:13][CH2:14][C:15]#[N:16])=[O:7])=[CH:4][C:3]=1[CH3:11], predict the reactants needed to synthesize it. The reactants are: [Br:1][C:2]1[CH:10]=[CH:9][C:5]([C:6]([OH:8])=[O:7])=[CH:4][C:3]=1[CH3:11].O[CH2:13][CH2:14][C:15]#[N:16]. (5) Given the product [Si:65]([O:72][C@@H:73]1[C@@H:74]([OH:78])[CH2:75][N:76]([C:25](=[O:26])[CH2:24][CH2:23][O:22][C:21]2[CH:28]=[CH:29][C:18]([CH2:17][NH:16][C:14]([C:13]3[CH:30]=[CH:31][C:10]([CH2:9][NH:8][C:6](=[O:7])[O:5][C:1]([CH3:4])([CH3:3])[CH3:2])=[CH:11][CH:12]=3)=[O:15])=[CH:19][CH:20]=2)[CH2:77]1)([C:68]([CH3:71])([CH3:70])[CH3:69])([CH3:67])[CH3:66], predict the reactants needed to synthesize it. The reactants are: [C:1]([O:5][C:6]([NH:8][CH2:9][C:10]1[CH:31]=[CH:30][C:13]([C:14]([NH:16][CH2:17][C:18]2[CH:29]=[CH:28][C:21]([O:22][CH2:23][CH2:24][C:25](O)=[O:26])=[CH:20][CH:19]=2)=[O:15])=[CH:12][CH:11]=1)=[O:7])([CH3:4])([CH3:3])[CH3:2].N1C=CC=CC=1.F[P-](F)(F)(F)(F)F.N1(O[P+](N(C)C)(N(C)C)N(C)C)C2C=CC=CC=2N=N1.[Si:65]([O:72][C@H:73]1[CH2:77][NH:76][CH2:75][C@@H:74]1[OH:78])([C:68]([CH3:71])([CH3:70])[CH3:69])([CH3:67])[CH3:66]. (6) Given the product [Pd:16].[CH2:1]1[CH2:5][O:4][CH:3]([N:6]2[C:12](=[O:13])[NH:11][C:9](=[O:10])[C:8]([F:14])=[CH:7]2)[CH2:2]1, predict the reactants needed to synthesize it. The reactants are: [CH2:1]1[CH2:5][O:4][CH:3]([N:6]2[C:12](=[O:13])[NH:11][C:9](=[O:10])[C:8]([F:14])=[CH:7]2)[CH2:2]1.Cl[Pd:16]Cl.[Pd]. (7) The reactants are: FC(F)(F)S([O-])(=O)=O.[CH3:9][O:10][CH2:11][CH:12]1[CH2:17][CH2:16][CH2:15][C:14](SC)=[NH+:13]1.[C:20]([O:24][C:25](=[O:38])[NH:26][CH:27]1[C:35]2[C:30](=[CH:31][CH:32]=[C:33]([NH2:36])[CH:34]=2)[CH2:29][C@H:28]1[OH:37])([CH3:23])([CH3:22])[CH3:21]. Given the product [CH3:9][O:10][CH2:11][CH:12]1[NH:13][C:14](=[N:36][C:33]2[CH:34]=[C:35]3[C:30]([CH2:29][C@@H:28]([OH:37])[C@@H:27]3[NH-:26])=[CH:31][CH:32]=2)[CH2:15][CH2:16][CH2:17]1.[C:20]([O:24][C:25](=[O:38])[NH2:26])([CH3:23])([CH3:22])[CH3:21], predict the reactants needed to synthesize it.